Dataset: Peptide-MHC class II binding affinity with 134,281 pairs from IEDB. Task: Regression. Given a peptide amino acid sequence and an MHC pseudo amino acid sequence, predict their binding affinity value. This is MHC class II binding data. (1) The peptide sequence is KITQWLETKGVERLKRM. The MHC is DRB1_0101 with pseudo-sequence DRB1_0101. The binding affinity (normalized) is 0.527. (2) The peptide sequence is THMMIWHSNLNDATY. The MHC is DRB1_0101 with pseudo-sequence DRB1_0101. The binding affinity (normalized) is 0.300. (3) The peptide sequence is NKNFFWAVKPKAVRQ. The MHC is DRB1_0301 with pseudo-sequence DRB1_0301. The binding affinity (normalized) is 0.608. (4) The MHC is DRB1_1501 with pseudo-sequence DRB1_1501. The binding affinity (normalized) is 0.752. The peptide sequence is MFIRNCARKVFNDIK. (5) The peptide sequence is AAGTYVAADAAAASS. The MHC is HLA-DPA10103-DPB10401 with pseudo-sequence HLA-DPA10103-DPB10401. The binding affinity (normalized) is 0.330.